Dataset: Catalyst prediction with 721,799 reactions and 888 catalyst types from USPTO. Task: Predict which catalyst facilitates the given reaction. Reactant: [C:1]([C:5]1[CH:6]=[C:7]([OH:13])[CH:8]=[CH:9][C:10]=1[O:11][CH3:12])([CH3:4])([CH3:3])[CH3:2].N1C=CC=CC=1.[C:20](Cl)(=[O:22])[CH3:21]. Product: [C:1]([C:5]1[C:10]([O:11][CH3:12])=[CH:9][C:8]([C:20](=[O:22])[CH3:21])=[C:7]([OH:13])[CH:6]=1)([CH3:4])([CH3:2])[CH3:3]. The catalyst class is: 426.